This data is from Catalyst prediction with 721,799 reactions and 888 catalyst types from USPTO. The task is: Predict which catalyst facilitates the given reaction. (1) Reactant: [NH2:1][C:2]1[CH:3]=[C:4]([CH:11]=[CH:12][C:13]=1[OH:14])[CH2:5][C@@H:6]([C:8]([OH:10])=[O:9])[NH2:7].O.N([O-])=O.[Na+].[N-:20]=[N+:21]=[N-].[Na+]. Product: [NH2:7][C@@H:6]([CH2:5][C:4]1[CH:11]=[CH:12][C:13]([OH:14])=[C:2]([N:1]=[N+:20]=[N-:21])[CH:3]=1)[C:8]([OH:10])=[O:9]. The catalyst class is: 33. (2) Reactant: [N+:1]([C:4]1[CH:9]=[CH:8][C:7]([OH:10])=[CH:6][CH:5]=1)([O-:3])=[O:2].C(=O)([O-])[O-].[K+].[K+].Br[CH2:18][CH2:19][CH2:20][Cl:21]. Product: [Cl:21][CH2:20][CH2:19][CH2:18][O:10][C:7]1[CH:8]=[CH:9][C:4]([N+:1]([O-:3])=[O:2])=[CH:5][CH:6]=1. The catalyst class is: 10. (3) Reactant: C(OC([O:8][CH2:9][C@@:10]1([C:24]#[C:25][Si](C)(C)C)[O:14][C@@H:13]([N:15]2[CH:23]=[C:21]([CH3:22])[C:19](=[O:20])[NH:18][C:16]2=[O:17])[CH:12]=[CH:11]1)=O)(C)(C)C.C(=O)([O-])[O-].[K+].[K+].CO.O. Product: [C:24]([C@:10]1([CH2:9][OH:8])[O:14][C@@H:13]([N:15]2[CH:23]=[C:21]([CH3:22])[C:19](=[O:20])[NH:18][C:16]2=[O:17])[CH:12]=[CH:11]1)#[CH:25]. The catalyst class is: 10. (4) Reactant: O.[OH-].[Li+].C[O:5][C:6](=[O:40])[CH2:7][C:8]1[C:17]([CH3:18])=[C:16]([C:19]2[CH:24]=[CH:23][C:22]([S:25]([C:28]3[CH:33]=[CH:32][CH:31]=[CH:30][C:29]=3[O:34][C:35]([F:38])([F:37])[F:36])(=[O:27])=[O:26])=[CH:21][CH:20]=2)[C:15]2[C:10](=[CH:11][CH:12]=[C:13]([Cl:39])[CH:14]=2)[CH:9]=1. Product: [Cl:39][C:13]1[CH:14]=[C:15]2[C:10](=[CH:11][CH:12]=1)[CH:9]=[C:8]([CH2:7][C:6]([OH:40])=[O:5])[C:17]([CH3:18])=[C:16]2[C:19]1[CH:20]=[CH:21][C:22]([S:25]([C:28]2[CH:33]=[CH:32][CH:31]=[CH:30][C:29]=2[O:34][C:35]([F:37])([F:36])[F:38])(=[O:27])=[O:26])=[CH:23][CH:24]=1. The catalyst class is: 20. (5) Reactant: Cl[C:2]1[CH:3]=[C:4]2[C:8](=[CH:9][CH:10]=1)[N:7](C)[C:6]([CH2:12][CH2:13][CH2:14][CH2:15][CH2:16][CH3:17])=[CH:5]2.[Cl-:18].C[Al+]C.[C:22]([Si:26]([CH2:39][O:40][C:41](=[O:49])[CH2:42][C@@H:43]([CH3:48])[CH2:44][C:45](Cl)=[O:46])([C:33]1[CH:38]=[CH:37][CH:36]=[CH:35][CH:34]=1)[C:27]1[CH:32]=[CH:31][CH:30]=[CH:29][CH:28]=1)([CH3:25])([CH3:24])[CH3:23]. Product: [C:22]([Si:26]([CH2:39][O:40][C:41](=[O:49])[CH2:42][C@@H:43]([CH3:48])[CH2:44][C:45]([N:7]1[C:8]2[C:4](=[CH:3][CH:2]=[C:10]([Cl:18])[CH:9]=2)[CH:5]=[C:6]1[CH2:12][CH2:13][CH2:14][CH2:15][CH2:16][CH3:17])=[O:46])([C:27]1[CH:28]=[CH:29][CH:30]=[CH:31][CH:32]=1)[C:33]1[CH:38]=[CH:37][CH:36]=[CH:35][CH:34]=1)([CH3:24])([CH3:25])[CH3:23]. The catalyst class is: 2.